From a dataset of Full USPTO retrosynthesis dataset with 1.9M reactions from patents (1976-2016). Predict the reactants needed to synthesize the given product. (1) Given the product [C:48]1([C:23]2[C:24]([C:30]3[CH:35]=[CH:34][C:33]([C:36]4([NH:40][C:41](=[O:47])[O:42][C:43]([CH3:46])([CH3:45])[CH3:44])[CH2:39][CH2:38][CH2:37]4)=[CH:32][CH:31]=3)=[N:25][C:26]3[CH:27]=[CH:28][N:29]4[CH:1]=[N:19][N:18]=[C:20]4[C:21]=3[CH:22]=2)[CH:49]=[CH:50][CH:51]=[CH:52][CH:53]=1, predict the reactants needed to synthesize it. The reactants are: [CH2:1](Cl)CCl.C1C=CC2N(O)N=NC=2C=1.C(O)=O.[NH:18]([C:20]1[N:29]=[CH:28][CH:27]=[C:26]2[C:21]=1[CH:22]=[C:23]([C:48]1[CH:53]=[CH:52][CH:51]=[CH:50][CH:49]=1)[C:24]([C:30]1[CH:35]=[CH:34][C:33]([C:36]3([NH:40][C:41](=[O:47])[O:42][C:43]([CH3:46])([CH3:45])[CH3:44])[CH2:39][CH2:38][CH2:37]3)=[CH:32][CH:31]=1)=[N:25]2)[NH2:19]. (2) The reactants are: [NH2:1][C:2]1[CH:7]=[CH:6][C:5]([C:8]2[C:16]3[C:11](=[N:12][CH:13]=[CH:14][CH:15]=3)[NH:10][C:9]=2[C:17]([NH2:19])=[O:18])=[CH:4][CH:3]=1.[CH3:20][O:21][C:22]1[CH:23]=[C:24]([N:30]=[C:31]=[O:32])[CH:25]=[C:26]([O:28][CH3:29])[CH:27]=1. Given the product [CH3:29][O:28][C:26]1[CH:25]=[C:24]([NH:30][C:31](=[O:32])[NH:1][C:2]2[CH:3]=[CH:4][C:5]([C:8]3[C:16]4[C:11](=[N:12][CH:13]=[CH:14][CH:15]=4)[NH:10][C:9]=3[C:17]([NH2:19])=[O:18])=[CH:6][CH:7]=2)[CH:23]=[C:22]([O:21][CH3:20])[CH:27]=1, predict the reactants needed to synthesize it.